This data is from Reaction yield outcomes from USPTO patents with 853,638 reactions. The task is: Predict the reaction yield, written as a fraction of the theoretical maximum amount of product (1.0 means a 100% yield; for example, 0.34 means a 34% yield). (1) The reactants are C([O:5][C:6]([N:8]1[CH2:13][CH2:12][CH:11]([CH:14]([NH:27][CH3:28])[C@@:15]2([CH3:26])[O:19][C:18]3=[N:20][C:21]([N+:23]([O-:25])=[O:24])=[CH:22][N:17]3[CH2:16]2)[CH2:10][CH2:9]1)=[O:7])(C)(C)C.FC(F)(F)C(O)=O.[F:36][C:37]([F:47])([F:46])[C:38]1[CH:45]=[CH:44][C:41]([CH2:42]O)=[CH:40][CH:39]=1.C(N1C=CN=C1)(N1C=CN=C1)=O. The catalyst is C(Cl)Cl.CN(C=O)C.O. The product is [F:36][C:37]([F:46])([F:47])[C:38]1[CH:45]=[CH:44][C:41]([CH2:42][O:5][C:6]([N:8]2[CH2:13][CH2:12][CH:11]([CH:14]([NH:27][CH3:28])[C@@:15]3([CH3:26])[O:19][C:18]4=[N:20][C:21]([N+:23]([O-:25])=[O:24])=[CH:22][N:17]4[CH2:16]3)[CH2:10][CH2:9]2)=[O:7])=[CH:40][CH:39]=1. The yield is 0.680. (2) The reactants are [CH3:1][O:2][CH2:3][C:4]1[N:8]([CH3:9])[N:7]=[C:6]([NH:10][C:11]2[C:12](=[O:27])[N:13]([CH3:26])[CH:14]=[C:15](B3OC(C)(C)C(C)(C)O3)[CH:16]=2)[CH:5]=1.Cl[C:29]1[C:34]([CH:35]=[O:36])=[C:33]([N:37]2[CH2:49][CH2:48][C:47]3[N:46]4[C:41]([CH2:42][CH2:43][CH2:44][CH2:45]4)=[CH:40][C:39]=3[C:38]2=[O:50])[N:32]=[CH:31][CH:30]=1.[O-]P([O-])([O-])=O.[K+].[K+].[K+].C([O-])(=O)C.[Na+]. The catalyst is C1C=CC(P(C2C=CC=CC=2)[C-]2C=CC=C2)=CC=1.C1C=CC(P(C2C=CC=CC=2)[C-]2C=CC=C2)=CC=1.Cl[Pd]Cl.[Fe+2].O.C(#N)C. The product is [CH3:1][O:2][CH2:3][C:4]1[N:8]([CH3:9])[N:7]=[C:6]([NH:10][C:11]2[C:12](=[O:27])[N:13]([CH3:26])[CH:14]=[C:15]([C:29]3[C:34]([CH:35]=[O:36])=[C:33]([N:37]4[CH2:49][CH2:48][C:47]5[N:46]6[C:41]([CH2:42][CH2:43][CH2:44][CH2:45]6)=[CH:40][C:39]=5[C:38]4=[O:50])[N:32]=[CH:31][CH:30]=3)[CH:16]=2)[CH:5]=1. The yield is 0.220.